This data is from Full USPTO retrosynthesis dataset with 1.9M reactions from patents (1976-2016). The task is: Predict the reactants needed to synthesize the given product. Given the product [F:40][C:21]1[CH:22]=[C:23]([NH:26][C:27](=[O:39])[C:28]([NH:30][CH2:31][CH2:32][C:33]2[CH:34]=[CH:35][CH:36]=[CH:37][CH:38]=2)=[O:29])[CH:24]=[CH:25][C:20]=1[O:19][C:13]1[C:12]2[C:17](=[CH:18][C:9]([OH:8])=[C:10]([O:41][CH3:42])[CH:11]=2)[N:16]=[CH:15][CH:14]=1, predict the reactants needed to synthesize it. The reactants are: C([O:8][C:9]1[CH:18]=[C:17]2[C:12]([C:13]([O:19][C:20]3[CH:25]=[CH:24][C:23]([NH:26][C:27](=[O:39])[C:28]([NH:30][CH2:31][CH2:32][C:33]4[CH:38]=[CH:37][CH:36]=[CH:35][CH:34]=4)=[O:29])=[CH:22][C:21]=3[F:40])=[CH:14][CH:15]=[N:16]2)=[CH:11][C:10]=1[O:41][CH3:42])C1C=CC=CC=1.